From a dataset of Forward reaction prediction with 1.9M reactions from USPTO patents (1976-2016). Predict the product of the given reaction. Given the reactants [CH3:1][S:2]([CH:5]1[CH2:8][NH:7][CH2:6]1)(=[O:4])=[O:3].F[C:10]1[C:11]([CH3:30])=[N:12][C:13]2[C:18]([N:19]=1)=[C:17]([C:20]1[NH:28][C:27]3[CH2:26][CH2:25][NH:24][C:23](=[O:29])[C:22]=3[CH:21]=1)[CH:16]=[CH:15][CH:14]=2.CCN(C(C)C)C(C)C, predict the reaction product. The product is: [CH3:30][C:11]1[C:10]([N:7]2[CH2:8][CH:5]([S:2]([CH3:1])(=[O:4])=[O:3])[CH2:6]2)=[N:19][C:18]2[C:13](=[CH:14][CH:15]=[CH:16][C:17]=2[C:20]2[NH:28][C:27]3[CH2:26][CH2:25][NH:24][C:23](=[O:29])[C:22]=3[CH:21]=2)[N:12]=1.